From a dataset of Reaction yield outcomes from USPTO patents with 853,638 reactions. Predict the reaction yield, written as a fraction of the theoretical maximum amount of product (1.0 means a 100% yield; for example, 0.34 means a 34% yield). (1) The reactants are FC(F)(F)S(OC1CC[C@@H](N2C(C3C=CC=CC=3)C(C)(C)OC2=O)CC=1)(=O)=O.FC(F)(F)S(OC1CC[C@H](N2C(C3C=CC=CC=3)C(C)(C)OC2=O)CC=1)(=O)=O.FC1C(C2N=CC=CN=2)=CC(B2OC(C)(C)C(C)(C)O2)=CN=1.C(=O)([O-])[O-].[Na+].[Na+].[F:85][C:86]1[N:91]=[CH:90][C:89]([C:92]2[CH2:97][CH2:96][C@H:95]([N:98]3[CH:102]([C:103]4[CH:108]=[CH:107][CH:106]=[CH:105][CH:104]=4)[C:101]([CH3:110])([CH3:109])[O:100][C:99]3=[O:111])[CH2:94][CH:93]=2)=[CH:88][C:87]=1[C:112]1[N:117]=[CH:116][CH:115]=[CH:114][N:113]=1. The catalyst is C1C=CC([P]([Pd]([P](C2C=CC=CC=2)(C2C=CC=CC=2)C2C=CC=CC=2)([P](C2C=CC=CC=2)(C2C=CC=CC=2)C2C=CC=CC=2)[P](C2C=CC=CC=2)(C2C=CC=CC=2)C2C=CC=CC=2)(C2C=CC=CC=2)C2C=CC=CC=2)=CC=1.O1CCOCC1. The product is [F:85][C:86]1[N:91]=[CH:90][C:89]([C:92]2[CH2:97][CH2:96][C@@H:95]([N:98]3[CH:102]([C:103]4[CH:108]=[CH:107][CH:106]=[CH:105][CH:104]=4)[C:101]([CH3:110])([CH3:109])[O:100][C:99]3=[O:111])[CH2:94][CH:93]=2)=[CH:88][C:87]=1[C:112]1[N:113]=[CH:114][CH:115]=[CH:116][N:117]=1. The yield is 0.478. (2) The reactants are C[O:2][C:3]([C@H:5]1[CH2:10][CH2:9][C@H:8]([O:11][C:12]2[CH:21]=[CH:20][C:19]3[C:14](=[CH:15][CH:16]=[CH:17][CH:18]=3)[CH:13]=2)[CH2:7][CH2:6]1)=O.O.[NH2:23][NH2:24]. The catalyst is CO. The product is [CH:13]1[C:14]2[C:19](=[CH:18][CH:17]=[CH:16][CH:15]=2)[CH:20]=[CH:21][C:12]=1[O:11][C@H:8]1[CH2:9][CH2:10][C@H:5]([C:3]([NH:23][NH2:24])=[O:2])[CH2:6][CH2:7]1. The yield is 0.860. (3) The reactants are [C:1]([C:4]1[CH:5]=[CH:6][C:7]2[O:11][C:10]([C:12]([OH:14])=O)=[C:9]([CH3:15])[C:8]=2[C:16]=1[O:17][CH3:18])(=[O:3])[CH3:2].C(Cl)(=O)C(Cl)=O.CN(C=O)C.[CH3:30][O:31][C:32](=[O:54])[C@@H:33]([NH:37][S:38]([C:41]1[CH:46]=[CH:45][C:44]([C:47]2[CH:52]=[CH:51][C:50]([NH2:53])=[CH:49][CH:48]=2)=[CH:43][CH:42]=1)(=[O:40])=[O:39])[CH:34]([CH3:36])[CH3:35]. The catalyst is N1C=CC=CC=1. The product is [CH3:30][O:31][C:32](=[O:54])[C@@H:33]([NH:37][S:38]([C:41]1[CH:46]=[CH:45][C:44]([C:47]2[CH:48]=[CH:49][C:50]([NH:53][C:12]([C:10]3[O:11][C:7]4[CH:6]=[CH:5][C:4]([C:1](=[O:3])[CH3:2])=[C:16]([O:17][CH3:18])[C:8]=4[C:9]=3[CH3:15])=[O:14])=[CH:51][CH:52]=2)=[CH:43][CH:42]=1)(=[O:40])=[O:39])[CH:34]([CH3:36])[CH3:35]. The yield is 0.310. (4) The reactants are C(OC(=O)[NH:7][C@H:8]1[CH2:13][CH2:12][C@@H:11]([NH:14][C:15]2[N:20]=[C:19]([O:21][CH3:22])[C:18]([CH3:23])=[CH:17][N:16]=2)[CH2:10][CH2:9]1)(C)(C)C.C(O)(C(F)(F)F)=O. The catalyst is C(Cl)Cl. The product is [CH3:22][O:21][C:19]1[C:18]([CH3:23])=[CH:17][N:16]=[C:15]([NH:14][C@@H:11]2[CH2:12][CH2:13][C@H:8]([NH2:7])[CH2:9][CH2:10]2)[N:20]=1. The yield is 0.820. (5) The reactants are [CH2:1]([OH:13])[CH2:2][CH2:3][CH2:4][CH2:5][CH2:6][CH2:7][CH2:8][CH2:9][CH2:10][CH2:11][CH3:12].[C:14](OCC)(=[O:23])[CH:15]([C:17]1[CH:22]=[CH:21][CH:20]=[CH:19][CH:18]=1)[OH:16]. No catalyst specified. The product is [C:14]([O:13][CH2:1][CH2:2][CH2:3][CH2:4][CH2:5][CH2:6][CH2:7][CH2:8][CH2:9][CH2:10][CH2:11][CH3:12])(=[O:23])[CH:15]([C:17]1[CH:22]=[CH:21][CH:20]=[CH:19][CH:18]=1)[OH:16]. The yield is 0.560. (6) The reactants are [N+:1]([C:4]1[CH:24]=[CH:23][C:22]([N:25]2[CH2:30][CH2:29][CH2:28][CH2:27][CH2:26]2)=[CH:21][C:5]=1[C:6]([NH:8][C:9]1[CH:10]=[N:11][C:12]([C:15]2[CH:20]=[CH:19][CH:18]=[CH:17][CH:16]=2)=[N:13][CH:14]=1)=[O:7])([O-])=O. The catalyst is CCOC(C)=O.CCO.[Pd]. The product is [NH2:1][C:4]1[CH:24]=[CH:23][C:22]([N:25]2[CH2:30][CH2:29][CH2:28][CH2:27][CH2:26]2)=[CH:21][C:5]=1[C:6]([NH:8][C:9]1[CH:10]=[N:11][C:12]([C:15]2[CH:16]=[CH:17][CH:18]=[CH:19][CH:20]=2)=[N:13][CH:14]=1)=[O:7]. The yield is 0.970. (7) The reactants are [Cl:1][C:2]1[S:6][C:5]2[C:7]3([O:20][CH2:21][C:22]([F:24])([F:23])[C:4]=2[CH:3]=1)[CH2:12][CH2:11][N:10]([CH2:13][C:14]1[C:15]([CH3:19])=[N:16][NH:17][CH:18]=1)[CH2:9][CH2:8]3.Br[C:26]1[C:31]([C:32]2[CH:36]=[CH:35][O:34][N:33]=2)=[CH:30][CH:29]=[CH:28][N:27]=1. No catalyst specified. The product is [Cl:1][C:2]1[S:6][C:5]2[C:7]3([O:20][CH2:21][C:22]([F:23])([F:24])[C:4]=2[CH:3]=1)[CH2:12][CH2:11][N:10]([CH2:13][C:14]1[C:15]([CH3:19])=[N:16][N:17]([C:26]2[C:31]([C:32]4[CH:36]=[CH:35][O:34][N:33]=4)=[CH:30][CH:29]=[CH:28][N:27]=2)[CH:18]=1)[CH2:9][CH2:8]3. The yield is 0.450. (8) The reactants are COC1C=C(OC)C=CC=1C[N:6]([C:32]1[CH:37]=[CH:36][N:35]=[CH:34][N:33]=1)[S:7]([C:10]1[C:15]([F:16])=[CH:14][C:13]([O:17][C@H:18]2[CH2:24][CH2:23][CH2:22][CH2:21][CH2:20][C@@H:19]2[C:25]2[N:29]([CH3:30])[N:28]=[CH:27][CH:26]=2)=[CH:12][C:11]=1[F:31])(=[O:9])=[O:8].C([SiH](CC)CC)C.FC(F)(F)C(O)=O. The catalyst is ClCCl. The product is [F:16][C:15]1[CH:14]=[C:13]([O:17][C@H:18]2[CH2:24][CH2:23][CH2:22][CH2:21][CH2:20][C@@H:19]2[C:25]2[N:29]([CH3:30])[N:28]=[CH:27][CH:26]=2)[CH:12]=[C:11]([F:31])[C:10]=1[S:7]([NH:6][C:32]1[CH:37]=[CH:36][N:35]=[CH:34][N:33]=1)(=[O:8])=[O:9]. The yield is 0.400. (9) The reactants are [Cl-].O[NH3+:3].[C:4](=[O:7])([O-])[OH:5].[Na+].CS(C)=O.[CH:13]([O:16][C:17]1[CH:22]=[CH:21][C:20]([C:23]2[C:28](=[O:29])[N:27]([CH2:30][C:31]3[CH:36]=[CH:35][C:34]([C:37]4[C:38]([C:43]#[N:44])=[CH:39][CH:40]=[CH:41][CH:42]=4)=[CH:33][CH:32]=3)[C:26]([CH2:45][CH2:46][CH3:47])=[N:25][C:24]=2[CH3:48])=[CH:19][CH:18]=1)([CH3:15])[CH3:14]. The catalyst is O. The product is [CH:13]([O:16][C:17]1[CH:18]=[CH:19][C:20]([C:23]2[C:28](=[O:29])[N:27]([CH2:30][C:31]3[CH:36]=[CH:35][C:34]([C:37]4[CH:42]=[CH:41][CH:40]=[CH:39][C:38]=4[C:43]4[NH:3][C:4](=[O:7])[O:5][N:44]=4)=[CH:33][CH:32]=3)[C:26]([CH2:45][CH2:46][CH3:47])=[N:25][C:24]=2[CH3:48])=[CH:21][CH:22]=1)([CH3:15])[CH3:14]. The yield is 0.660.